The task is: Predict which catalyst facilitates the given reaction.. This data is from Catalyst prediction with 721,799 reactions and 888 catalyst types from USPTO. (1) Reactant: [OH:1][C@H:2]1[CH2:10][C:9]2[C:4](=[CH:5][CH:6]=[CH:7][CH:8]=2)[C@H:3]1[NH:11][C:12]([C:14]1[CH:18]=[C:17]([N+:19]([O-])=O)[NH:16][N:15]=1)=[O:13]. Product: [OH:1][C@H:2]1[CH2:10][C:9]2[C:4](=[CH:5][CH:6]=[CH:7][CH:8]=2)[C@H:3]1[NH:11][C:12]([C:14]1[CH:18]=[C:17]([NH2:19])[NH:16][N:15]=1)=[O:13]. The catalyst class is: 19. (2) Reactant: [Br:1]N1C(=O)CCC1=O.[F:9][C:10]([F:46])([F:45])[C:11]1[CH:12]=[C:13]([CH:38]=[C:39]([C:41]([F:44])([F:43])[F:42])[CH:40]=1)[CH2:14][N:15]([C:32]1[N:33]=[N:34][N:35]([CH3:37])[N:36]=1)[C@H:16]1[CH2:22][CH2:21][CH2:20][NH:19][C:18]2[CH:23]=[C:24]([C:28]([F:31])([F:30])[F:29])[C:25]([CH3:27])=[CH:26][C:17]1=2. Product: [F:46][C:10]([F:45])([F:9])[C:11]1[CH:12]=[C:13]([CH:38]=[C:39]([C:41]([F:44])([F:42])[F:43])[CH:40]=1)[CH2:14][N:15]([C@H:16]1[CH2:22][CH2:21][CH2:20][NH:19][C:18]2[C:23]([Br:1])=[C:24]([C:28]([F:29])([F:30])[F:31])[C:25]([CH3:27])=[CH:26][C:17]1=2)[C:32]1[N:33]=[N:34][N:35]([CH3:37])[N:36]=1. The catalyst class is: 15. (3) Reactant: C(OC(=O)[NH:7][CH2:8][C:9]1[CH:10]=[C:11]2[C:15](=[CH:16][CH:17]=1)[N:14]1[CH:18]=[CH:19][C:20](=[C:22]([C:37]#[N:38])[CH:23]=[CH:24][CH:25]=[C:26]3[C:31](=[O:32])[N:30]([CH3:33])[C:29](=[O:34])[N:28]([CH3:35])[C:27]3=[O:36])[CH:21]=[C:13]1[C:12]2([CH3:40])[CH3:39])(C)(C)C.[I:42][Si](C)(C)C.CO. Product: [I-:42].[C:37]([C:22](=[C:20]1[CH:19]=[CH:18][N:14]2[C:15]3[C:11]([C:12]([CH3:40])([CH3:39])[C:13]2=[CH:21]1)=[CH:10][C:9]([CH2:8][NH3+:7])=[CH:17][CH:16]=3)[CH:23]=[CH:24][CH:25]=[C:26]1[C:27](=[O:36])[N:28]([CH3:35])[C:29](=[O:34])[N:30]([CH3:33])[C:31]1=[O:32])#[N:38]. The catalyst class is: 10.